Dataset: Forward reaction prediction with 1.9M reactions from USPTO patents (1976-2016). Task: Predict the product of the given reaction. Given the reactants Br[C:2]1[N:10]([CH2:11][C:12]2[CH:17]=[C:16]([Cl:18])[CH:15]=[C:14]([CH2:19][O:20][Si:21]([C:34]([CH3:37])([CH3:36])[CH3:35])([C:28]3[CH:33]=[CH:32][CH:31]=[CH:30][CH:29]=3)[C:22]3[CH:27]=[CH:26][CH:25]=[CH:24][CH:23]=3)[CH:13]=2)[C:9]2[C:4](=[N:5][C:6]([Cl:38])=[CH:7][CH:8]=2)[CH:3]=1.[O:39]1[CH2:44][CH2:43][CH2:42][CH2:41][CH:40]1[N:45]1[C:49](B2OC(C)(C)C(C)(C)O2)=[CH:48][CH:47]=[N:46]1.C([O-])([O-])=O.[Na+].[Na+], predict the reaction product. The product is: [Si:21]([O:20][CH2:19][C:14]1[CH:13]=[C:12]([CH:17]=[C:16]([Cl:18])[CH:15]=1)[CH2:11][N:10]1[C:9]2[C:4](=[N:5][C:6]([Cl:38])=[CH:7][CH:8]=2)[CH:3]=[C:2]1[C:49]1[N:45]([CH:40]2[CH2:41][CH2:42][CH2:43][CH2:44][O:39]2)[N:46]=[CH:47][CH:48]=1)([C:34]([CH3:37])([CH3:36])[CH3:35])([C:28]1[CH:33]=[CH:32][CH:31]=[CH:30][CH:29]=1)[C:22]1[CH:27]=[CH:26][CH:25]=[CH:24][CH:23]=1.